This data is from Forward reaction prediction with 1.9M reactions from USPTO patents (1976-2016). The task is: Predict the product of the given reaction. (1) The product is: [CH3:1][O:2][CH:3]1[CH:7]([C:8]2[CH:13]=[CH:12][CH:11]=[CH:10][CH:9]=2)[CH2:6][CH:5]([O:14][CH3:15])[O:4]1. Given the reactants [CH3:1][O:2][CH:3]1[C:7]([C:8]2[CH:13]=[CH:12][CH:11]=[CH:10][CH:9]=2)=[CH:6][CH:5]([O:14][CH3:15])[O:4]1, predict the reaction product. (2) Given the reactants [C:1]([N:8]1[CH2:13][CH2:12][CH:11]([CH:14]=O)[CH2:10][CH2:9]1)([O:3][C:4]([CH3:7])([CH3:6])[CH3:5])=[O:2].[NH:16]1[CH2:21][CH2:20][NH:19][CH2:18][CH2:17]1.C(O[BH-](OC(=O)C)OC(=O)C)(=O)C.[Na+], predict the reaction product. The product is: [C:1]([N:8]1[CH2:13][CH2:12][CH:11]([CH2:14][N:16]2[CH2:21][CH2:20][NH:19][CH2:18][CH2:17]2)[CH2:10][CH2:9]1)([O:3][C:4]([CH3:7])([CH3:6])[CH3:5])=[O:2].